Task: Predict the reactants needed to synthesize the given product.. Dataset: Full USPTO retrosynthesis dataset with 1.9M reactions from patents (1976-2016) Given the product [F:6][C:7]([F:18])([F:17])[C:8]1[CH:9]=[C:10]([C:20]2[CH:25]=[CH:24][C:23]([OH:26])=[CH:22][CH:21]=2)[CH:11]=[CH:12][CH:13]=1, predict the reactants needed to synthesize it. The reactants are: C(=O)([O-])O.[Na+].[F:6][C:7]([F:18])([F:17])[C:8]1[CH:9]=[C:10](B(O)O)[CH:11]=[CH:12][CH:13]=1.I[C:20]1[CH:25]=[CH:24][C:23]([OH:26])=[CH:22][CH:21]=1.